Dataset: Forward reaction prediction with 1.9M reactions from USPTO patents (1976-2016). Task: Predict the product of the given reaction. (1) Given the reactants [C:1]([CH2:9][C:10]([O:12]CC)=O)(=O)[C:2]1[CH:7]=[CH:6][CH:5]=[CH:4][CH:3]=1.C(=O)(O)O.[NH2:19][C:20]([NH2:22])=[NH:21], predict the reaction product. The product is: [NH2:21][C:20]1[NH:22][C:10](=[O:12])[CH:9]=[C:1]([C:2]2[CH:7]=[CH:6][CH:5]=[CH:4][CH:3]=2)[N:19]=1. (2) Given the reactants [F:1][C:2]1[CH:7]=[C:6]([F:8])[CH:5]=[CH:4][C:3]=1/[CH:9]=[CH:10]/[C:11]1[CH:16]=[CH:15][C:14]([S:17]([C:20]2[CH:25]=[CH:24][CH:23]=[CH:22][C:21]=2F)(=[O:19])=[O:18])=[CH:13][N:12]=1.[CH3:27][N:28]1[CH2:33][CH2:32][NH:31][CH2:30][CH2:29]1, predict the reaction product. The product is: [F:1][C:2]1[CH:7]=[C:6]([F:8])[CH:5]=[CH:4][C:3]=1/[CH:9]=[CH:10]/[C:11]1[CH:16]=[CH:15][C:14]([S:17]([C:20]2[CH:25]=[CH:24][CH:23]=[CH:22][C:21]=2[N:31]2[CH2:32][CH2:33][N:28]([CH3:27])[CH2:29][CH2:30]2)(=[O:19])=[O:18])=[CH:13][N:12]=1. (3) Given the reactants [CH3:1][C:2]1[C:11]2[C:6](=[CH:7][CH:8]=[CH:9][CH:10]=2)[CH:5]=[N:4][C:3]=1[NH:12][S:13]([C:16]1[CH:26]=[CH:25][C:19]([C:20]([O:22][CH2:23][CH3:24])=[O:21])=[CH:18][CH:17]=1)(=[O:15])=[O:14].[F:27][C:28]([F:41])([F:40])[C:29]([C:32]1[CH:39]=[CH:38][C:35]([CH2:36]O)=[CH:34][CH:33]=1)([OH:31])[CH3:30], predict the reaction product. The product is: [CH3:1][C:2]1[C:11]2[C:6](=[CH:7][CH:8]=[CH:9][CH:10]=2)[CH:5]=[N:4][C:3]=1[N:12]([CH2:36][C:35]1[CH:38]=[CH:39][C:32]([C:29]([OH:31])([CH3:30])[C:28]([F:27])([F:40])[F:41])=[CH:33][CH:34]=1)[S:13]([C:16]1[CH:26]=[CH:25][C:19]([C:20]([O:22][CH2:23][CH3:24])=[O:21])=[CH:18][CH:17]=1)(=[O:15])=[O:14]. (4) Given the reactants [NH2:1][C:2]1[CH:6]=[C:5]([CH:7]2[CH2:9][CH2:8]2)[NH:4][N:3]=1.C(N(C(C)C)CC)(C)C.[Cl:19][C:20]1[N:21]=[C:22](Cl)[C:23]2[CH:29]=[CH:28][CH:27]=[N:26][C:24]=2[N:25]=1, predict the reaction product. The product is: [Cl:19][C:20]1[N:21]=[C:22]([NH:1][C:2]2[NH:3][N:4]=[C:5]([CH:7]3[CH2:9][CH2:8]3)[CH:6]=2)[C:23]2[CH:29]=[CH:28][CH:27]=[N:26][C:24]=2[N:25]=1. (5) Given the reactants Cl.[CH3:2][NH:3][CH3:4].C=O.[C:7](OC(=O)C)(=O)C.[N+:14]([C:17]1[CH:18]=[C:19]([C:23](=[O:26])[CH2:24][CH3:25])[CH:20]=[CH:21][CH:22]=1)([O-:16])=[O:15].[OH-].[Na+], predict the reaction product. The product is: [CH3:2][N:3]([CH3:7])[CH2:4][CH:24]([CH3:25])[C:23]([C:19]1[CH:20]=[CH:21][CH:22]=[C:17]([N+:14]([O-:16])=[O:15])[CH:18]=1)=[O:26]. (6) Given the reactants Br[C:2]1[CH:3]=[CH:4][C:5]([O:10][CH:11]([CH3:16])[C:12]([F:15])([F:14])[F:13])=[C:6]([CH:9]=1)[C:7]#[N:8].[Li]CCCC.[C:22](=[O:24])=[O:23].[OH-].[Na+], predict the reaction product. The product is: [C:7]([C:6]1[CH:9]=[C:2]([CH:3]=[CH:4][C:5]=1[O:10][CH:11]([CH3:16])[C:12]([F:15])([F:14])[F:13])[C:22]([OH:24])=[O:23])#[N:8].